This data is from Forward reaction prediction with 1.9M reactions from USPTO patents (1976-2016). The task is: Predict the product of the given reaction. (1) Given the reactants [CH:1]1([NH:4][C:5]([C:7]2[CH:8]=[CH:9][C:10]([CH3:27])=[C:11]([C:13]3[CH:14]=[C:15]4[C:19](=[CH:20][CH:21]=3)[N:18]([CH2:22][C:23](OC)=[O:24])[N:17]=[CH:16]4)[CH:12]=2)=[O:6])[CH2:3][CH2:2]1.[CH3:28][O:29][C:30]1[CH:37]=[CH:36][C:33]([CH2:34][NH2:35])=[CH:32][CH:31]=1, predict the reaction product. The product is: [CH:1]1([NH:4][C:5](=[O:6])[C:7]2[CH:8]=[CH:9][C:10]([CH3:27])=[C:11]([C:13]3[CH:21]=[C:20]4[C:19](=[CH:15][CH:14]=3)[N:18]([CH2:22][C:23]([NH:35][CH2:34][C:33]3[CH:36]=[CH:37][C:30]([O:29][CH3:28])=[CH:31][CH:32]=3)=[O:24])[N:17]=[CH:16]4)[CH:12]=2)[CH2:2][CH2:3]1. (2) The product is: [CH3:31][C:32]1[CH:37]=[CH:36][C:35]([C:2]2[N:7]=[C:6]([O:8][CH2:9][C:10]3[CH:15]=[CH:14][C:13]([O:16][CH3:17])=[C:12]([O:18][CH3:19])[CH:11]=3)[C:5]([NH:20][S:21]([C:24]3[CH:25]=[CH:26][C:27]([CH3:30])=[CH:28][CH:29]=3)(=[O:22])=[O:23])=[N:4][CH:3]=2)=[CH:34][CH:33]=1. Given the reactants Br[C:2]1[N:7]=[C:6]([O:8][CH2:9][C:10]2[CH:15]=[CH:14][C:13]([O:16][CH3:17])=[C:12]([O:18][CH3:19])[CH:11]=2)[C:5]([NH:20][S:21]([C:24]2[CH:29]=[CH:28][C:27]([CH3:30])=[CH:26][CH:25]=2)(=[O:23])=[O:22])=[N:4][CH:3]=1.[CH3:31][C:32]1[CH:37]=[CH:36][C:35](OB(O)O)=[CH:34][CH:33]=1.C(=O)([O-])[O-].[K+].[K+].Cl, predict the reaction product. (3) Given the reactants [Br:1][C:2]1[CH:3]=[C:4]2[C:8](=[CH:9][CH:10]=1)[N:7](S(C1C=CC=CC=1)(=O)=O)[C:6]([C:20]([O:22][CH2:23][CH3:24])=[O:21])=[C:5]2[S:25](Cl)(=[O:27])=[O:26].[NH:29]1[CH2:33][CH2:32][CH2:31][CH2:30]1.CCN(C(C)C)C(C)C, predict the reaction product. The product is: [Br:1][C:2]1[CH:3]=[C:4]2[C:8](=[CH:9][CH:10]=1)[NH:7][C:6]([C:20]([O:22][CH2:23][CH3:24])=[O:21])=[C:5]2[S:25]([N:29]1[CH2:33][CH2:32][CH2:31][CH2:30]1)(=[O:26])=[O:27].